Dataset: Full USPTO retrosynthesis dataset with 1.9M reactions from patents (1976-2016). Task: Predict the reactants needed to synthesize the given product. (1) Given the product [CH2:1]([O:8][C@H:9]1[C@H:14]([O:15][CH2:16][C:17]2[CH:22]=[CH:21][CH:20]=[CH:19][CH:18]=2)[C@@H:13]([O:23][CH2:24][C:25]2[CH:30]=[CH:29][CH:28]=[CH:27][CH:26]=2)[C@@:12]([C:33]2[CH:38]=[CH:37][C:36]([Cl:39])=[C:35]([CH2:40][C:41]3[CH:42]=[CH:43][C:44]([O:47][CH2:48][CH:49]([F:50])[F:51])=[CH:45][CH:46]=3)[CH:34]=2)([O:31][CH3:32])[O:11][C@:10]1([CH2:54][OH:55])[CH:52]=[O:53])[C:2]1[CH:3]=[CH:4][CH:5]=[CH:6][CH:7]=1, predict the reactants needed to synthesize it. The reactants are: [CH2:1]([O:8][C@H:9]1[C@H:14]([O:15][CH2:16][C:17]2[CH:22]=[CH:21][CH:20]=[CH:19][CH:18]=2)[C@@H:13]([O:23][CH2:24][C:25]2[CH:30]=[CH:29][CH:28]=[CH:27][CH:26]=2)[C@@:12]([C:33]2[CH:38]=[CH:37][C:36]([Cl:39])=[C:35]([CH2:40][C:41]3[CH:46]=[CH:45][C:44]([O:47][CH2:48][CH:49]([F:51])[F:50])=[CH:43][CH:42]=3)[CH:34]=2)([O:31][CH3:32])[O:11][C@@H:10]1[CH:52]=[O:53])[C:2]1[CH:7]=[CH:6][CH:5]=[CH:4][CH:3]=1.[CH2:54]=[O:55].[OH-].[Na+]. (2) Given the product [CH3:3][N:4]([CH3:9])[CH:5]1[CH2:8][N:7]([C:11]2[C:16]([N+:17]([O-:19])=[O:18])=[CH:15][C:14]([NH:20][C:21]3[N:26]=[C:25]([C:27]4[C:35]5[C:30](=[CH:31][CH:32]=[CH:33][CH:34]=5)[N:29]([CH3:36])[CH:28]=4)[C:24]([CH3:37])=[CH:23][N:22]=3)=[C:13]([O:38][CH3:39])[CH:12]=2)[CH2:6]1, predict the reactants needed to synthesize it. The reactants are: Cl.Cl.[CH3:3][N:4]([CH3:9])[CH:5]1[CH2:8][NH:7][CH2:6]1.F[C:11]1[C:16]([N+:17]([O-:19])=[O:18])=[CH:15][C:14]([NH:20][C:21]2[N:26]=[C:25]([C:27]3[C:35]4[C:30](=[CH:31][CH:32]=[CH:33][CH:34]=4)[N:29]([CH3:36])[CH:28]=3)[C:24]([CH3:37])=[CH:23][N:22]=2)=[C:13]([O:38][CH3:39])[CH:12]=1.CCN(C(C)C)C(C)C. (3) Given the product [Cl:1][C:2]1[CH:3]=[CH:4][C:5]([C:8]2[S:9][C:10]([CH2:14][NH:15][C:16]([CH:18]3[O:23][CH2:22][CH2:21][N:20]([C:25]4[CH:34]=[CH:33][CH:32]=[CH:31][C:26]=4[C:27]([O:29][CH3:30])=[O:28])[CH2:19]3)=[O:17])=[C:11]([CH3:13])[N:12]=2)=[CH:6][CH:7]=1, predict the reactants needed to synthesize it. The reactants are: [Cl:1][C:2]1[CH:7]=[CH:6][C:5]([C:8]2[S:9][C:10]([CH2:14][NH:15][C:16]([CH:18]3[O:23][CH2:22][CH2:21][NH:20][CH2:19]3)=[O:17])=[C:11]([CH3:13])[N:12]=2)=[CH:4][CH:3]=1.I[C:25]1[CH:34]=[CH:33][CH:32]=[CH:31][C:26]=1[C:27]([O:29][CH3:30])=[O:28]. (4) Given the product [CH2:1]([C:7]1[S:11][C:10]([CH2:12][CH2:13][C:14]2[O:18][C:17]([C:19]([NH:21][C@@H:22]([CH2:27][N+:28]([CH3:31])([CH3:30])[CH3:29])[CH2:23][C:24]([O-:26])=[O:25])=[O:20])=[CH:16][CH:15]=2)=[CH:9][CH:8]=1)[CH2:2][CH2:3][CH2:4][CH2:5][CH3:6], predict the reactants needed to synthesize it. The reactants are: [CH2:1]([C:7]1[S:11][C:10]([C:12]#[C:13][C:14]2[O:18][C:17]([C:19]([NH:21][C@@H:22]([CH2:27][N+:28]([CH3:31])([CH3:30])[CH3:29])[CH2:23][C:24]([O-:26])=[O:25])=[O:20])=[CH:16][CH:15]=2)=[CH:9][CH:8]=1)[CH2:2][CH2:3][CH2:4][CH2:5][CH3:6]. (5) Given the product [C:1]1([C:27]2[CH:32]=[CH:31][CH:30]=[CH:29][CH:28]=2)[CH:6]=[CH:5][C:4]([C:7]2[N:12]=[C:11]3[N:13]=[C:14]([O:19][CH:20]4[CH2:24][O:23][CH2:22][CH:21]4[OH:25])[NH:15][C:10]3=[CH:9][C:8]=2[Cl:26])=[CH:3][CH:2]=1, predict the reactants needed to synthesize it. The reactants are: [C:1]1([C:27]2[CH:32]=[CH:31][CH:30]=[CH:29][CH:28]=2)[CH:6]=[CH:5][C:4]([C:7]2[N:12]=[C:11]3[N:13]=[C:14]([O:19][CH:20]4[CH2:24][O:23][CH2:22][CH:21]4[OH:25])[N:15](CC=C)[C:10]3=[CH:9][C:8]=2[Cl:26])=[CH:3][CH:2]=1.CN1C(=O)CC(=O)N(C)C1=O.